From a dataset of Full USPTO retrosynthesis dataset with 1.9M reactions from patents (1976-2016). Predict the reactants needed to synthesize the given product. (1) Given the product [Cl:1][C:2]1[CH:7]=[CH:6][C:5]([S:8]([C:11]2[CH:12]=[N:13][C:14]3[C:19]([CH:20]=2)=[CH:18][CH:17]=[CH:16][C:15]=3[NH:36][CH2:35][CH:32]2[CH2:33][CH2:34][O:29][CH2:30][CH2:31]2)(=[O:10])=[O:9])=[CH:4][CH:3]=1, predict the reactants needed to synthesize it. The reactants are: [Cl:1][C:2]1[CH:7]=[CH:6][C:5]([S:8]([C:11]2[CH:12]=[N:13][C:14]3[C:19]([CH:20]=2)=[CH:18][CH:17]=[CH:16][C:15]=3F)(=[O:10])=[O:9])=[CH:4][CH:3]=1.C(=O)([O-])[O-].[K+].[K+].Cl.[O:29]1[CH2:34][CH2:33][CH:32]([CH2:35][NH2:36])[CH2:31][CH2:30]1.C(=O)=O.O=O.O1CCC(CNC2C=CC=C3C=2N=CC(S(C2C=CC(NCC4CCOCC4)=CC=2)(=O)=O)=C3)CC1. (2) Given the product [CH:15]12[CH2:23][CH:19]3[CH2:18][CH:17]([CH2:22][CH:21]([CH2:20]3)[CH:14]1[NH:13][C:11](=[O:12])[NH:10][C:6]1[C:5]([CH3:24])=[C:4]([CH:9]=[CH:8][CH:7]=1)[C:3]([OH:25])=[O:2])[CH2:16]2, predict the reactants needed to synthesize it. The reactants are: C[O:2][C:3](=[O:25])[C:4]1[CH:9]=[CH:8][CH:7]=[C:6]([NH:10][C:11]([NH:13][CH:14]2[CH:21]3[CH2:22][CH:17]4[CH2:18][CH:19]([CH2:23][CH:15]2[CH2:16]4)[CH2:20]3)=[O:12])[C:5]=1[CH3:24].[OH-].[Na+]. (3) Given the product [CH2:31]([O:30][C:23]([C:24]1[CH:29]=[CH:28][C:27]([C:3]2[CH:4]=[CH:5][C:6]([O:9][CH2:10][CH2:11][CH2:12][CH2:13][O:14][CH2:15][CH2:16][CH2:17][CH2:18][CH3:19])=[C:7]([F:8])[C:2]=2[F:1])=[CH:26][CH:25]=1)=[O:41])[CH3:39], predict the reactants needed to synthesize it. The reactants are: [F:1][C:2]1[C:7]([F:8])=[C:6]([O:9][CH2:10][CH2:11][CH2:12][CH2:13][O:14][CH2:15][CH2:16][CH2:17][CH2:18][CH3:19])[CH:5]=[CH:4][C:3]=1B(O)O.[CH2:23]([O:30][C:31]1[CH:39]=CC(C(O)=O)=CC=1)[C:24]1[CH:29]=[CH:28][CH:27]=[CH:26][CH:25]=1.C(=O)([O-])[O-:41].[Na+].[Na+]. (4) The reactants are: [F:1][C:2]1[C:12]2[CH2:11][CH2:10][CH2:9][C:8]([C:13]3[CH:18]=[CH:17][C:16]([F:19])=[C:15]([O:20][CH3:21])[CH:14]=3)=[C:7]([C:22]#[C:23][CH2:24][CH2:25][CH2:26][CH2:27][OH:28])[C:6]=2[CH:5]=[CH:4][C:3]=1[O:29][CH3:30].[OH-].[K+]. Given the product [F:1][C:2]1[C:12]2[CH2:11][CH2:10][CH2:9][C:8]([C:13]3[CH:18]=[CH:17][C:16]([F:19])=[C:15]([O:20][CH3:21])[CH:14]=3)=[C:7]([CH2:22][CH2:23][CH2:24][CH2:25][CH2:26][CH2:27][OH:28])[C:6]=2[CH:5]=[CH:4][C:3]=1[O:29][CH3:30], predict the reactants needed to synthesize it. (5) The reactants are: [Cl:1][C:2]1[CH:7]=[C:6]([CH2:8][OH:9])[CH:5]=[C:4]([C:10]([F:13])([F:12])[F:11])[N:3]=1.Cl[C:15]1C(CO)=CC=C(C(F)(F)F)N=1.C(=O)([O-])[O-].[K+].[K+].CI. Given the product [Cl:1][C:2]1[CH:7]=[C:6]([CH2:8][O:9][CH3:15])[CH:5]=[C:4]([C:10]([F:11])([F:12])[F:13])[N:3]=1, predict the reactants needed to synthesize it. (6) Given the product [F:10][C:11]1[C:16]([C:2]2[N:7]=[C:6]([CH3:8])[N:5]=[C:4]([NH2:9])[N:3]=2)=[CH:15][C:14]([O:20][CH3:21])=[CH:13][N:12]=1, predict the reactants needed to synthesize it. The reactants are: Cl[C:2]1[N:7]=[C:6]([CH3:8])[N:5]=[C:4]([NH2:9])[N:3]=1.[F:10][C:11]1[C:16](B(O)O)=[CH:15][C:14]([O:20][CH3:21])=[CH:13][N:12]=1.C([O-])(=O)C.[K+]. (7) Given the product [OH:1][CH:2]1[CH2:3][CH2:4][N:5]([C:8]2[CH:9]=[CH:10][C:11]([C:12]([NH:14][C:15]3[CH:16]=[C:17]4[C:21](=[CH:22][CH:23]=3)[N:20]([C:24]3[CH:47]=[CH:46][C:27]([C:28]([NH:30][C:31]5[CH:32]=[C:33]6[C:37](=[CH:38][CH:39]=5)[N:36]([CH2:40][C:41]([NH:50][CH2:51][C:52]([O:54][CH3:55])=[O:53])=[O:42])[CH:35]=[CH:34]6)=[O:29])=[CH:26][CH:25]=3)[CH:19]=[CH:18]4)=[O:13])=[CH:48][CH:49]=2)[CH2:6][CH2:7]1, predict the reactants needed to synthesize it. The reactants are: [OH:1][CH:2]1[CH2:7][CH2:6][N:5]([C:8]2[CH:49]=[CH:48][C:11]([C:12]([NH:14][C:15]3[CH:16]=[C:17]4[C:21](=[CH:22][CH:23]=3)[N:20]([C:24]3[CH:47]=[CH:46][C:27]([C:28]([NH:30][C:31]5[CH:32]=[C:33]6[C:37](=[CH:38][CH:39]=5)[N:36]([CH2:40][C:41](OCC)=[O:42])[CH:35]=[CH:34]6)=[O:29])=[CH:26][CH:25]=3)[CH:19]=[CH:18]4)=[O:13])=[CH:10][CH:9]=2)[CH2:4][CH2:3]1.[NH2:50][CH2:51][C:52]([O:54][CH3:55])=[O:53]. (8) Given the product [C:1]([C:3]1[CH:8]=[CH:7][C:6]([C:9]2[CH:10]=[N:11][N:12]([C:15]3[CH:23]=[CH:22][C:18]([C:19]([NH:33][C@@H:29]4[CH2:30][CH2:31][CH2:32][C@@H:28]4[CH2:27][O:26][CH3:25])=[O:20])=[CH:17][N:16]=3)[C:13]=2[OH:14])=[C:5]([CH3:24])[CH:4]=1)#[N:2], predict the reactants needed to synthesize it. The reactants are: [C:1]([C:3]1[CH:8]=[CH:7][C:6]([C:9]2[CH:10]=[N:11][N:12]([C:15]3[CH:23]=[CH:22][C:18]([C:19](O)=[O:20])=[CH:17][N:16]=3)[C:13]=2[OH:14])=[C:5]([CH3:24])[CH:4]=1)#[N:2].[CH3:25][O:26][CH2:27][C@H:28]1[CH2:32][CH2:31][CH2:30][C@H:29]1[NH2:33].